Dataset: CYP2D6 inhibition data for predicting drug metabolism from PubChem BioAssay. Task: Regression/Classification. Given a drug SMILES string, predict its absorption, distribution, metabolism, or excretion properties. Task type varies by dataset: regression for continuous measurements (e.g., permeability, clearance, half-life) or binary classification for categorical outcomes (e.g., BBB penetration, CYP inhibition). Dataset: cyp2d6_veith. The result is 0 (non-inhibitor). The compound is O=C(OCc1ccc(C(=O)c2ccccc2)cc1)c1cccc(-c2nnc(-c3ccccc3)o2)c1.